From a dataset of hERG Central: cardiac toxicity at 1µM, 10µM, and general inhibition. Predict hERG channel inhibition at various concentrations. (1) The compound is CCN(CCCNC(=O)COc1cc(=O)n(C)c2ccccc12)c1cccc(C)c1. Results: hERG_inhib (hERG inhibition (general)): blocker. (2) The molecule is COc1cccc(N2CC(C(=O)N3CCC4(CC3)CC(=O)c3ccccc3O4)CC2=O)c1. Results: hERG_inhib (hERG inhibition (general)): blocker. (3) The drug is CCc1cc2c(=O)n(Cc3ccco3)c(SCC(=O)NCC3CCCO3)nc2s1. Results: hERG_inhib (hERG inhibition (general)): blocker. (4) Results: hERG_inhib (hERG inhibition (general)): blocker. The compound is Cc1sc(NC(=O)c2ccco2)c(C(c2ccc(F)cc2)N2CCN(C)CC2)c1C. (5) The compound is CC1CCN(CCCn2c(=S)[nH]c3ccccc3c2=O)CC1. Results: hERG_inhib (hERG inhibition (general)): blocker. (6) The compound is CCCNC(=O)CS(=O)(=O)Cc1nc(-c2cccc(OC)c2)oc1C. Results: hERG_inhib (hERG inhibition (general)): blocker.